Dataset: Reaction yield outcomes from USPTO patents with 853,638 reactions. Task: Predict the reaction yield, written as a fraction of the theoretical maximum amount of product (1.0 means a 100% yield; for example, 0.34 means a 34% yield). (1) The reactants are C(OC(=O)[NH:7][CH2:8][CH2:9][NH:10][CH:11]([C:15]1[O:16][C:17]2[C:22]([C:23](=[O:32])[C:24]=1[CH2:25][C:26]1[CH:31]=[CH:30][CH:29]=[CH:28][CH:27]=1)=[CH:21][CH:20]=[C:19]([Cl:33])[CH:18]=2)[CH:12]([CH3:14])[CH3:13])(C)(C)C. The catalyst is C(Cl)Cl.FC(F)(F)C(O)=O. The product is [NH2:7][CH2:8][CH2:9][NH:10][CH:11]([C:15]1[O:16][C:17]2[C:22]([C:23](=[O:32])[C:24]=1[CH2:25][C:26]1[CH:27]=[CH:28][CH:29]=[CH:30][CH:31]=1)=[CH:21][CH:20]=[C:19]([Cl:33])[CH:18]=2)[CH:12]([CH3:13])[CH3:14]. The yield is 0.910. (2) The reactants are O1[C:5]2([CH2:10][CH2:9][CH:8]([N:11]3[C:16](=[O:17])[C:15]([CH2:18][C:19]4[CH:24]=[CH:23][C:22]([C:25]5[C:26]([C:31]#[N:32])=[CH:27][CH:28]=[CH:29][CH:30]=5)=[CH:21][C:20]=4[F:33])=[C:14]([CH2:34][CH2:35][CH3:36])[N:13]4[N:37]=[CH:38][N:39]=[C:12]34)[CH2:7][CH2:6]2)[O:4]CC1.Cl.O1CCCC1. The catalyst is C(OCC)(=O)C. The product is [F:33][C:20]1[CH:21]=[C:22]([C:25]2[C:26]([C:31]#[N:32])=[CH:27][CH:28]=[CH:29][CH:30]=2)[CH:23]=[CH:24][C:19]=1[CH2:18][C:15]1[C:16](=[O:17])[N:11]([C@H:8]2[CH2:9][CH2:10][C@@H:5]([OH:4])[CH2:6][CH2:7]2)[C:12]2[N:13]([N:37]=[CH:38][N:39]=2)[C:14]=1[CH2:34][CH2:35][CH3:36]. The yield is 0.0900. (3) The product is [NH2:24][C:18]1[CH:17]=[C:16]([Br:27])[C:3]([O:4][C:5]2[CH:10]=[C:9]([CH:11]([CH3:12])[CH3:13])[C:8]([OH:14])=[C:7]([CH3:15])[CH:6]=2)=[C:2]([Br:1])[C:19]=1[C:20]([F:23])([F:22])[F:21]. The catalyst is CCO.CCOC(C)=O. The yield is 0.810. The reactants are [Br:1][C:2]1[C:19]([C:20]([F:23])([F:22])[F:21])=[C:18]([N+:24]([O-])=O)[CH:17]=[C:16]([Br:27])[C:3]=1[O:4][C:5]1[CH:10]=[C:9]([CH:11]([CH3:13])[CH3:12])[C:8]([OH:14])=[C:7]([CH3:15])[CH:6]=1.S(S([O-])=O)([O-])=O.[Na+].[Na+].CCCCCCC.CCOC(C)=O. (4) The reactants are [Br:1][C:2]1[CH:15]=[C:14]2[C:5]([O:6][CH:7]3[CH:12]([C:13]2=O)[CH2:11][CH2:10][C:9]2([O:20][CH2:19][CH2:18][O:17]2)[CH2:8]3)=[CH:4][CH:3]=1.[CH3:21][C:22]([S:25]([NH2:27])=[O:26])([CH3:24])[CH3:23].C([O-])(O)=O.[Na+].CCOC(C)=O. The catalyst is C1COCC1.C(O[Ti](OCC)(OCC)OCC)C. The product is [Br:1][C:2]1[CH:15]=[C:14]2[C:5]([O:6][CH:7]3[CH:12]([C:13]2=[N:27][S:25]([C:22]([CH3:24])([CH3:23])[CH3:21])=[O:26])[CH2:11][CH2:10][C:9]2([O:20][CH2:19][CH2:18][O:17]2)[CH2:8]3)=[CH:4][CH:3]=1. The yield is 0.510.